From a dataset of Blood-brain barrier penetration binary classification data from Martins et al.. Regression/Classification. Given a drug SMILES string, predict its absorption, distribution, metabolism, or excretion properties. Task type varies by dataset: regression for continuous measurements (e.g., permeability, clearance, half-life) or binary classification for categorical outcomes (e.g., BBB penetration, CYP inhibition). Dataset: bbb_martins. (1) The drug is O=C(Cc1ccc(Cl)c(Cl)c1)N1CCN(CCO)C[C@@H]1CN1CC[C@@H](O)C1. The result is 0 (does not penetrate BBB). (2) The compound is CC1C2Cc3ccc(O)cc3C1(C)CCN2CCc1ccccc1. The result is 1 (penetrates BBB). (3) The drug is OCCN1CCN(CCCN2c3ccccc3Sc3ccc(Cl)cc32)CC1. The result is 1 (penetrates BBB). (4) The drug is C=CCC1(C(C)C)C(=O)NC(=O)NC1=O. The result is 1 (penetrates BBB). (5) The drug is CCC(=O)OCC(=O)[C@@]1(OC(=O)CC)[C@@H](C)C[C@H]2[C@@H]3CCC4=CC(=O)C=C[C@]4(C)[C@@]3(Cl)[C@@H](O)C[C@@]21C. The result is 1 (penetrates BBB). (6) The molecule is COC(=O)[C@H]1[C@@H](O)CC[C@H]2CN3CCc4c([nH]c5ccccc45)[C@@H]3C[C@@H]21. The result is 0 (does not penetrate BBB). (7) The compound is CC(C)C(Br)C(=O)NC(N)=O. The result is 1 (penetrates BBB).